Dataset: Full USPTO retrosynthesis dataset with 1.9M reactions from patents (1976-2016). Task: Predict the reactants needed to synthesize the given product. (1) Given the product [Cl:1][C:2]1[CH:8]=[CH:7][CH:6]=[C:5]([C:9]([F:11])([F:10])[F:12])[C:3]=1[NH:4][C:14]1[C:23]2[C:18](=[C:19]([O:26][CH:27]3[CH2:31][CH2:30][CH2:29][CH2:28]3)[C:20]([O:24][CH3:25])=[CH:21][CH:22]=2)[O:17][C:16](=[O:32])[CH:15]=1, predict the reactants needed to synthesize it. The reactants are: [Cl:1][C:2]1[CH:8]=[CH:7][CH:6]=[C:5]([C:9]([F:12])([F:11])[F:10])[C:3]=1[NH2:4].Cl[C:14]1[C:23]2[C:18](=[C:19]([O:26][CH:27]3[CH2:31][CH2:30][CH2:29][CH2:28]3)[C:20]([O:24][CH3:25])=[CH:21][CH:22]=2)[O:17][C:16](=[O:32])[CH:15]=1. (2) Given the product [CH3:26][C:2]1([CH3:1])[CH2:11][CH2:10][CH:9]([O:12][CH2:33][O:34][CH3:35])[C:8]2[CH:7]=[C:6]([N:13]=[N:14][C:15]3[CH:16]=[CH:17][C:18]([C:19]([O:21][CH2:22][CH3:23])=[O:20])=[CH:24][CH:25]=3)[CH:5]=[CH:4][C:3]1=2, predict the reactants needed to synthesize it. The reactants are: [CH3:1][C:2]1([CH3:26])[CH2:11][CH2:10][CH:9]([OH:12])[C:8]2[CH:7]=[C:6]([N:13]=[N:14][C:15]3[CH:25]=[CH:24][C:18]([C:19]([O:21][CH2:22][CH3:23])=[O:20])=[CH:17][CH:16]=3)[CH:5]=[CH:4][C:3]1=2.C(NCC)(C)C.[CH3:33][O:34][CH2:35]Cl. (3) Given the product [Cl:12][C:9]1[CH:8]=[C:7]2[C:6]([C:5](=[O:4])[C:15]([CH3:16])([C:17]3[CH:18]=[CH:19][C:20]([N+:23]([O-:25])=[O:24])=[CH:21][CH:22]=3)[C:14](=[O:26])[NH:13]2)=[CH:11][CH:10]=1, predict the reactants needed to synthesize it. The reactants are: [H-].[Na+].C[O:4][C:5](=O)[C:6]1[CH:11]=[CH:10][C:9]([Cl:12])=[CH:8][C:7]=1[NH:13][C:14](=[O:26])[CH:15]([C:17]1[CH:22]=[CH:21][C:20]([N+:23]([O-:25])=[O:24])=[CH:19][CH:18]=1)[CH3:16].Cl. (4) The reactants are: [N:1]([O-:3])=O.[Na+].[OH:5][C:6]1[C:10](=[C:11]([O:18][CH3:19])[C:12]2[CH:17]=[CH:16][CH:15]=[CH:14][CH:13]=2)[NH:9][C:8](=[O:20])[CH:7]=1. Given the product [CH3:19][O:18][C:11]([C:12]1[CH:17]=[CH:16][CH:15]=[CH:14][CH:13]=1)=[C:10]1[NH:9][C:8](=[O:20])[C:7](=[N:1][OH:3])[C:6]1=[O:5], predict the reactants needed to synthesize it.